From a dataset of Forward reaction prediction with 1.9M reactions from USPTO patents (1976-2016). Predict the product of the given reaction. (1) Given the reactants C(OC([NH:8][CH:9]1[CH2:14][CH2:13][CH2:12][N:11]([S:15]([C:18]2[C:19]3[C:20]([Br:28])=[CH:21][N:22]=[CH:23][C:24]=3[CH:25]=[CH:26][CH:27]=2)(=[O:17])=[O:16])[CH2:10]1)=O)(C)(C)C.BrC1C2C(S([Cl:43])(=O)=O)=CC=CC=2C=NC=1.C(OC(NC1CCCNC1)=O)(C)(C)C, predict the reaction product. The product is: [NH2:8][CH:9]1[CH2:14][CH2:13][CH2:12][N:11]([S:15]([C:18]2[C:19]3[C:20]([Br:28])=[CH:21][N:22]=[CH:23][C:24]=3[CH:25]=[CH:26][CH:27]=2)(=[O:17])=[O:16])[CH2:10]1.[ClH:43]. (2) Given the reactants C[O:2][C:3](=[O:32])[CH2:4][CH2:5][CH2:6][CH2:7][NH:8][C:9]([C:11]1[C:15]([CH3:16])=[C:14]([CH:17]=[N:18][N:19]=[C:20]2[C:28]3[C:23](=[CH:24][CH:25]=[C:26]([F:29])[CH:27]=3)[NH:22][C:21]2=[O:30])[NH:13][C:12]=1[CH3:31])=[O:10].CO.[Li+].[OH-].Cl, predict the reaction product. The product is: [F:29][C:26]1[CH:27]=[C:28]2[C:23](=[CH:24][CH:25]=1)[NH:22][C:21](=[O:30])[C:20]2=[N:19][N:18]=[CH:17][C:14]1[NH:13][C:12]([CH3:31])=[C:11]([C:9]([NH:8][CH2:7][CH2:6][CH2:5][CH2:4][C:3]([OH:32])=[O:2])=[O:10])[C:15]=1[CH3:16]. (3) Given the reactants Cl[C:2]1[CH:3]=[C:4]([NH:20][C:21]2[CH:26]=[CH:25][N:24]=[CH:23][N:22]=2)[C:5]2[N:6]([C:8]([C:11]([NH:13][C:14]3[CH:19]=[CH:18][N:17]=[CH:16][CH:15]=3)=[O:12])=[CH:9][N:10]=2)[N:7]=1.[C@H:27]1([NH2:34])[CH2:32][CH2:31][C@H:30]([NH2:33])[CH2:29][CH2:28]1, predict the reaction product. The product is: [NH2:33][C@H:30]1[CH2:31][CH2:32][C@H:27]([NH:34][C:2]2[CH:3]=[C:4]([NH:20][C:21]3[CH:26]=[CH:25][N:24]=[CH:23][N:22]=3)[C:5]3[N:6]([C:8]([C:11]([NH:13][C:14]4[CH:19]=[CH:18][N:17]=[CH:16][CH:15]=4)=[O:12])=[CH:9][N:10]=3)[N:7]=2)[CH2:28][CH2:29]1. (4) Given the reactants [CH:1]([Mg]Cl)=[CH2:2].CN1C(=O)N(C)CCC1.P(OCC)(OCC)OCC.[Si:24]([O:31][C@H:32]([CH2:39]I)[CH2:33][C:34]([O:36][CH2:37][CH3:38])=[O:35])([C:27]([CH3:30])([CH3:29])[CH3:28])([CH3:26])[CH3:25], predict the reaction product. The product is: [Si:24]([O:31][C@H:32]([CH2:39][CH:1]=[CH2:2])[CH2:33][C:34]([O:36][CH2:37][CH3:38])=[O:35])([C:27]([CH3:30])([CH3:29])[CH3:28])([CH3:26])[CH3:25]. (5) The product is: [F:8][C:4]1[CH:5]=[CH:6][CH:7]=[C:2]([F:1])[C:3]=1[C:9]1[NH:26][C:12]2=[N:13][CH:14]=[C:15]([C:29]3[N:30]=[C:31]([C:33]4[CH:38]=[N:37][CH:36]=[CH:35][N:34]=4)[S:32][C:28]=3[CH3:27])[CH:16]=[C:11]2[CH:10]=1. Given the reactants [F:1][C:2]1[CH:7]=[CH:6][CH:5]=[C:4]([F:8])[C:3]=1[C:9]1[NH:26][C:12]2=[N:13][CH:14]=[C:15](B3OC(C)(C)C(C)(C)O3)[CH:16]=[C:11]2[CH:10]=1.[CH3:27][C:28]1[S:32][C:31]([C:33]2[CH:38]=[N:37][CH:36]=[CH:35][N:34]=2)=[N:30][C:29]=1OS(C(F)(F)F)(=O)=O, predict the reaction product. (6) Given the reactants [CH3:1][C:2]([CH3:12])([CH3:11])[C:3]#[C:4][C:5]1[CH:10]=[CH:9][CH:8]=[CH:7][CH:6]=1.[N+:13]([CH:16](C(OC)=O)[C:17]([O:19][CH3:20])=[O:18])([O-])=[O:14], predict the reaction product. The product is: [C:2]([C:3]1[C:16]([C:17]([O:19][CH3:20])=[O:18])=[N:13][O:14][C:4]=1[C:5]1[CH:10]=[CH:9][CH:8]=[CH:7][CH:6]=1)([CH3:12])([CH3:11])[CH3:1]. (7) Given the reactants [CH2:1]1[C:5]2([CH2:10][CH2:9][NH:8][CH2:7][CH2:6]2)[CH2:4][CH2:3][N:2]1[C:11]1[CH:18]=[CH:17][C:14]([C:15]#[N:16])=[CH:13][N:12]=1.[CH3:19][C:20]1[C:28]2[CH2:27][O:26][C:25](=[O:29])[C:24]=2[CH:23]=[CH:22][C:21]=1[CH2:30][CH:31]=O.C(O[BH-](OC(=O)C)OC(=O)C)(=O)C.[Na+], predict the reaction product. The product is: [CH3:19][C:20]1[C:21]([CH2:30][CH2:31][N:8]2[CH2:7][CH2:6][C:5]3([CH2:1][N:2]([C:11]4[CH:18]=[CH:17][C:14]([C:15]#[N:16])=[CH:13][N:12]=4)[CH2:3][CH2:4]3)[CH2:10][CH2:9]2)=[CH:22][CH:23]=[C:24]2[C:28]=1[CH2:27][O:26][C:25]2=[O:29]. (8) Given the reactants FC(F)(F)C(O)=O.[ClH:8].O1CCOCC1.[C:15]([NH:23][C:24]1[CH:32]=[C:31]([N:33]2[C:37]3[CH:38]=[CH:39][CH:40]=[CH:41][C:36]=3[N:35]=[CH:34]2)[CH:30]=[CH:29][C:25]=1[C:26]([OH:28])=[O:27])(=[O:22])[C:16]1[CH:21]=[CH:20][CH:19]=[CH:18][CH:17]=1, predict the reaction product. The product is: [ClH:8].[C:15]([NH:23][C:24]1[CH:32]=[C:31]([N:33]2[C:37]3[CH:38]=[CH:39][CH:40]=[CH:41][C:36]=3[N:35]=[CH:34]2)[CH:30]=[CH:29][C:25]=1[C:26]([OH:28])=[O:27])(=[O:22])[C:16]1[CH:17]=[CH:18][CH:19]=[CH:20][CH:21]=1.